Task: Predict the reaction yield, written as a fraction of the theoretical maximum amount of product (1.0 means a 100% yield; for example, 0.34 means a 34% yield).. Dataset: Reaction yield outcomes from USPTO patents with 853,638 reactions (1) The reactants are Cl.[Cl:2][CH2:3]/[CH:4]=[CH:5]\[CH2:6][NH2:7].C(N(CC)C(C)C)(C)C.[C:17](O[C:17]([O:19][C:20]([CH3:23])([CH3:22])[CH3:21])=[O:18])([O:19][C:20]([CH3:23])([CH3:22])[CH3:21])=[O:18].C(=O)(O)[O-].[Na+]. The catalyst is C1COCC1.O.C(OCC)C. The product is [C:20]([O:19][C:17](=[O:18])[NH:7][CH2:6]/[CH:5]=[CH:4]\[CH2:3][Cl:2])([CH3:23])([CH3:22])[CH3:21]. The yield is 0.900. (2) The reactants are [Cl:1][C:2]1[CH:3]=[C:4]([CH:12]=[C:13]([Cl:15])[CH:14]=1)[CH2:5][N:6]1[CH:10]=[CH:9][N:8]=[C:7]1[NH2:11].[H-].[Na+].[CH3:18][O:19][C:20]1[CH:21]=[C:22]([CH:25]=[CH:26][CH:27]=1)[CH2:23]Br. The catalyst is CN(C=O)C.CCOC(C)=O. The product is [Cl:15][C:13]1[CH:12]=[C:4]([CH:3]=[C:2]([Cl:1])[CH:14]=1)[CH2:5][N:6]1[CH:10]=[CH:9][N:8]=[C:7]1[NH:11][CH2:23][C:22]1[CH:25]=[CH:26][CH:27]=[C:20]([O:19][CH3:18])[CH:21]=1. The yield is 0.0500.